The task is: Regression. Given two drug SMILES strings and cell line genomic features, predict the synergy score measuring deviation from expected non-interaction effect.. This data is from NCI-60 drug combinations with 297,098 pairs across 59 cell lines. Drug 1: CCCCCOC(=O)NC1=NC(=O)N(C=C1F)C2C(C(C(O2)C)O)O. Drug 2: COCCOC1=C(C=C2C(=C1)C(=NC=N2)NC3=CC=CC(=C3)C#C)OCCOC.Cl. Cell line: MDA-MB-231. Synergy scores: CSS=1.71, Synergy_ZIP=-0.893, Synergy_Bliss=0.539, Synergy_Loewe=-1.45, Synergy_HSA=-0.690.